Task: Binary Classification. Given a drug SMILES string, predict its activity (active/inactive) in a high-throughput screening assay against a specified biological target.. Dataset: Orexin1 receptor HTS with 218,158 compounds and 233 confirmed actives (1) The result is 0 (inactive). The molecule is O1CCN(CC1)c1nc(N2CCOCC2)nc(n1)N\N=C\c1occc1. (2) The compound is O=c1n(c(=O)n(c(N)c1C(=O)COC(=O)/C=C\c1ccc(cc1)C)C)C. The result is 0 (inactive). (3) The molecule is Clc1c(NC(=O)c2cc3c(o\c2=N/O)cccc3)cccc1. The result is 0 (inactive). (4) The molecule is FC(F)(F)c1cc(c2oc(C(=O)NCCCn3ccnc3)cc2)ccc1. The result is 0 (inactive).